This data is from Forward reaction prediction with 1.9M reactions from USPTO patents (1976-2016). The task is: Predict the product of the given reaction. (1) Given the reactants [Cl:1][C:2]1[N:3]=[C:4](Cl)[C:5]2[CH:10]=[CH:9][N:8]([CH3:11])[C:6]=2[N:7]=1.C([Sn](CCCC)(CCCC)[C:18]([O:20][CH2:21][CH3:22])=[CH2:19])CCC, predict the reaction product. The product is: [Cl:1][C:2]1[N:3]=[C:4]([C:18]([O:20][CH2:21][CH3:22])=[CH2:19])[C:5]2[CH:10]=[CH:9][N:8]([CH3:11])[C:6]=2[N:7]=1. (2) Given the reactants [OH:1][C:2]1[CH:3]=[C:4]([CH:16]=[CH:17][CH:18]=1)[O:5][C:6]1[CH:7]=[C:8]([C:14]#[N:15])[CH:9]=[C:10]([CH:13]=1)[C:11]#[N:12].C(=O)([O-])[O-].[K+].[K+].Cl[CH2:26][CH:27]=[C:28]([Cl:30])[CH3:29], predict the reaction product. The product is: [Cl:30][C:28]([CH3:29])=[CH:27][CH2:26][O:1][C:2]1[CH:3]=[C:4]([CH:16]=[CH:17][CH:18]=1)[O:5][C:6]1[CH:13]=[C:10]([C:11]#[N:12])[CH:9]=[C:8]([CH:7]=1)[C:14]#[N:15]. (3) The product is: [N:13]1[CH:14]=[CH:15][CH:16]=[CH:17][C:12]=1[O:8][CH2:7][C:4]1[CH:5]=[CH:6][C:1]([CH2:9][OH:10])=[CH:2][CH:3]=1. Given the reactants [C:1]1([CH2:9][OH:10])[CH:6]=[CH:5][C:4]([CH2:7][OH:8])=[CH:3][CH:2]=1.F[C:12]1[CH:17]=[CH:16][CH:15]=[CH:14][N:13]=1.[H-].[Na+], predict the reaction product.